This data is from Forward reaction prediction with 1.9M reactions from USPTO patents (1976-2016). The task is: Predict the product of the given reaction. (1) Given the reactants S(=O)(=O)(O)O.C(Cl)(Cl)Cl.[Br:10][C:11]1[S:15][C:14]2[C:16](=[O:31])[CH:17]([C:27]([O:29][CH3:30])=[O:28])[CH:18]([C:19]3[CH:24]=[CH:23][C:22]([Cl:25])=[C:21]([Cl:26])[CH:20]=3)[C:13]=2[CH:12]=1.[N-:32]=[N+]=[N-].[Na+], predict the reaction product. The product is: [Br:10][C:11]1[S:15][C:14]2[C:16](=[O:31])[NH:32][CH:17]([C:27]([O:29][CH3:30])=[O:28])[CH:18]([C:19]3[CH:24]=[CH:23][C:22]([Cl:25])=[C:21]([Cl:26])[CH:20]=3)[C:13]=2[CH:12]=1. (2) Given the reactants ClC1C=C2C(C3CCCC(=O)C=3N2)=CC=1F.[Cl:17][C:18]1[C:30]([F:31])=[CH:29][CH:28]=[C:27]2[C:19]=1[C:20]1[CH2:21][CH2:22][CH2:23][C:24](=[O:32])[C:25]=1[NH:26]2.[CH3:33][C:34]([O:37][C:38](O[C:38]([O:37][C:34]([CH3:36])([CH3:35])[CH3:33])=[O:39])=[O:39])([CH3:36])[CH3:35], predict the reaction product. The product is: [Cl:17][C:18]1[C:30]([F:31])=[CH:29][CH:28]=[C:27]2[C:19]=1[C:20]1[CH2:21][CH2:22][CH2:23][C:24](=[O:32])[C:25]=1[N:26]2[C:38]([O:37][C:34]([CH3:36])([CH3:35])[CH3:33])=[O:39].